The task is: Predict the reactants needed to synthesize the given product.. This data is from Full USPTO retrosynthesis dataset with 1.9M reactions from patents (1976-2016). The reactants are: [CH3:1][C:2]1[CH:3]=[CH:4][C:5]([C:8]2[CH:9]=[C:10]([CH:15]=[C:16](B3OC(C)(C)C(C)(C)O3)[CH:17]=2)[C:11]([O:13][CH3:14])=[O:12])=[N:6][CH:7]=1.Br[C:28]1[CH:33]=[CH:32][CH:31]=[C:30]([F:34])[C:29]=1[F:35].C(=O)([O-])[O-].[Cs+].[Cs+].O. Given the product [F:34][C:30]1[C:29]([F:35])=[CH:28][CH:33]=[CH:32][C:31]=1[C:16]1[CH:17]=[C:8]([C:5]2[CH:4]=[CH:3][C:2]([CH3:1])=[CH:7][N:6]=2)[CH:9]=[C:10]([C:11]([O:13][CH3:14])=[O:12])[CH:15]=1, predict the reactants needed to synthesize it.